The task is: Predict the product of the given reaction.. This data is from Forward reaction prediction with 1.9M reactions from USPTO patents (1976-2016). (1) Given the reactants Br[C:2]1[CH:7]=[CH:6][C:5]([C:8]2[N:9]([CH3:13])[CH:10]=[CH:11][N:12]=2)=[CH:4][CH:3]=1.[CH3:14][C:15]1([CH3:31])[C:19]([CH3:21])([CH3:20])[O:18][B:17]([B:17]2[O:18][C:19]([CH3:21])([CH3:20])[C:15]([CH3:31])([CH3:14])[O:16]2)[O:16]1.CC([O-])=O.[K+], predict the reaction product. The product is: [CH3:13][N:9]1[CH:10]=[CH:11][N:12]=[C:8]1[C:5]1[CH:6]=[CH:7][C:2]([B:17]2[O:18][C:19]([CH3:21])([CH3:20])[C:15]([CH3:31])([CH3:14])[O:16]2)=[CH:3][CH:4]=1. (2) Given the reactants [CH2:1]([O:8][C:9]1[CH:18]=[C:17]2[C:12]([C:13]([NH:22][CH2:23][CH2:24][CH2:25][CH2:26][NH:27][C:28](=[O:34])[O:29][C:30]([CH3:33])([CH3:32])[CH3:31])=[C:14]([N+:19]([O-])=O)[CH:15]=[N:16]2)=[CH:11][CH:10]=1)[C:2]1[CH:7]=[CH:6][CH:5]=[CH:4][CH:3]=1.[H][H], predict the reaction product. The product is: [NH2:19][C:14]1[CH:15]=[N:16][C:17]2[C:12]([C:13]=1[NH:22][CH2:23][CH2:24][CH2:25][CH2:26][NH:27][C:28](=[O:34])[O:29][C:30]([CH3:33])([CH3:32])[CH3:31])=[CH:11][CH:10]=[C:9]([O:8][CH2:1][C:2]1[CH:3]=[CH:4][CH:5]=[CH:6][CH:7]=1)[CH:18]=2. (3) Given the reactants Br[CH2:2][C:3]1[C:12]2[C:7](=[CH:8][C:9]([C:13]([OH:41])([C:17]3[N:18]=[CH:19][N:20]([C:22]([C:35]4[CH:40]=[CH:39][CH:38]=[CH:37][CH:36]=4)([C:29]4[CH:34]=[CH:33][CH:32]=[CH:31][CH:30]=4)[C:23]4[CH:28]=[CH:27][CH:26]=[CH:25][CH:24]=4)[CH:21]=3)[CH:14]([CH3:16])[CH3:15])=[CH:10][CH:11]=2)[CH:6]=[CH:5][C:4]=1[C:42]([O:44]C)=O.CO.[CH3:48][NH2:49], predict the reaction product. The product is: [OH:41][C:13]([C:9]1[CH:10]=[CH:11][C:12]2[C:3]3[CH2:2][N:49]([CH3:48])[C:42](=[O:44])[C:4]=3[CH:5]=[CH:6][C:7]=2[CH:8]=1)([C:17]1[N:18]=[CH:19][N:20]([C:22]([C:23]2[CH:24]=[CH:25][CH:26]=[CH:27][CH:28]=2)([C:35]2[CH:40]=[CH:39][CH:38]=[CH:37][CH:36]=2)[C:29]2[CH:30]=[CH:31][CH:32]=[CH:33][CH:34]=2)[CH:21]=1)[CH:14]([CH3:15])[CH3:16]. (4) Given the reactants [Cl:1][C:2]1[CH:11]=[C:10]2[C:5]([C:6]([N:12]3[CH2:17][CH2:16][N:15]([C:18]([NH:20][CH:21]4[CH2:27][CH2:26][CH2:25][CH2:24][CH:23]([OH:28])[CH2:22]4)=[O:19])[CH2:14][CH2:13]3)=[CH:7][CH:8]=[N:9]2)=[CH:4][CH:3]=1.[H-].[Na+].Br[C:32]1[C:37]([CH3:38])=[CH:36][CH:35]=[CH:34][N:33]=1, predict the reaction product. The product is: [Cl:1][C:2]1[CH:11]=[C:10]2[C:5]([C:6]([N:12]3[CH2:17][CH2:16][N:15]([C:18]([NH:20][CH:21]4[CH2:27][CH2:26][CH2:25][CH2:24][CH:23]([O:28][C:32]5[C:37]([CH3:38])=[CH:36][CH:35]=[CH:34][N:33]=5)[CH2:22]4)=[O:19])[CH2:14][CH2:13]3)=[CH:7][CH:8]=[N:9]2)=[CH:4][CH:3]=1. (5) The product is: [CH2:14]([NH:13][C:12]([NH:11][C:8]1[S:9][C:10]2[C:2]([NH:1][C:41]([C:36]3[N:37]=[CH:38][CH:39]=[CH:40][N:35]=3)=[O:42])=[CH:3][C:4]([C:17]3[CH:18]=[N:19][C:20]([N:23]4[CH2:28][CH2:27][C:26]([CH3:34])([C:29]([O:31][CH2:32][CH3:33])=[O:30])[CH2:25][CH2:24]4)=[N:21][CH:22]=3)=[CH:5][C:6]=2[N:7]=1)=[O:16])[CH3:15]. Given the reactants [NH2:1][C:2]1[C:10]2[S:9][C:8]([NH:11][C:12](=[O:16])[NH:13][CH2:14][CH3:15])=[N:7][C:6]=2[CH:5]=[C:4]([C:17]2[CH:18]=[N:19][C:20]([N:23]3[CH2:28][CH2:27][C:26]([CH3:34])([C:29]([O:31][CH2:32][CH3:33])=[O:30])[CH2:25][CH2:24]3)=[N:21][CH:22]=2)[CH:3]=1.[N:35]1[CH:40]=[CH:39][CH:38]=[N:37][C:36]=1[C:41](O)=[O:42].C(N(C(C)C)CC)(C)C.CN(C(ON1N=NC2C=CC=NC1=2)=[N+](C)C)C.F[P-](F)(F)(F)(F)F, predict the reaction product. (6) Given the reactants Cl[C:2]1[N:7]=[N:6][C:5]([C:8]([NH2:10])=[O:9])=[C:4]([NH:11][C:12]2[CH:17]=[C:16]([CH3:18])[CH:15]=[C:14]([CH3:19])[CH:13]=2)[CH:3]=1.[NH2:20][C@@H:21]1[CH2:26][CH2:25][CH2:24][CH2:23][C@@H:22]1[NH:27][C:28](=[O:34])[O:29][C:30]([CH3:33])([CH3:32])[CH3:31], predict the reaction product. The product is: [C:8]([C:5]1[N:6]=[N:7][C:2]([NH:20][C@@H:21]2[CH2:26][CH2:25][CH2:24][CH2:23][C@@H:22]2[NH:27][C:28](=[O:34])[O:29][C:30]([CH3:32])([CH3:31])[CH3:33])=[CH:3][C:4]=1[NH:11][C:12]1[CH:17]=[C:16]([CH3:18])[CH:15]=[C:14]([CH3:19])[CH:13]=1)(=[O:9])[NH2:10].